This data is from Forward reaction prediction with 1.9M reactions from USPTO patents (1976-2016). The task is: Predict the product of the given reaction. (1) The product is: [F:33][CH2:34][CH2:35][O:20][C:18]1[C:17](=[O:21])[C:16]([C:22]2[N:26]([C:27]3[CH:28]=[CH:29][CH:30]=[CH:31][CH:32]=3)[N:25]=[CH:24][CH:23]=2)=[N:15][N:14]([C:3]2[CH:4]=[CH:5][C:6]([CH:8]3[CH2:9][CH2:10][O:11][CH2:12][CH2:13]3)=[CH:7][C:2]=2[F:1])[CH:19]=1. Given the reactants [F:1][C:2]1[CH:7]=[C:6]([CH:8]2[CH2:13][CH2:12][O:11][CH2:10][CH2:9]2)[CH:5]=[CH:4][C:3]=1[N:14]1[CH:19]=[C:18]([OH:20])[C:17](=[O:21])[C:16]([C:22]2[N:26]([C:27]3[CH:32]=[CH:31][CH:30]=[CH:29][CH:28]=3)[N:25]=[CH:24][CH:23]=2)=[N:15]1.[F:33][CH2:34][CH2:35]O.C1(P(C2C=CC=CC=2)C2C=CC=CC=2)C=CC=CC=1.N(C(OC(C)C)=O)=NC(OC(C)C)=O, predict the reaction product. (2) Given the reactants [Cl:1][C:2]1[CH:10]=[CH:9][C:5]([C:6](Cl)=[O:7])=[CH:4][CH:3]=1.[Al+3].[Cl-].[Cl-].[Cl-].[CH2:15]([O:17][C:18](=[O:35])[CH2:19][CH:20]1[C:28]2[N:24]([C:25]3[N:32]=[CH:31][CH:30]=[C:29]([S:33][CH3:34])[C:26]=3[CH:27]=2)[CH2:23][CH2:22][CH2:21]1)[CH3:16], predict the reaction product. The product is: [CH2:15]([O:17][C:18](=[O:35])[CH2:19][CH:20]1[C:28]2[N:24]([C:25]3[N:32]=[CH:31][CH:30]=[C:29]([S:33][CH3:34])[C:26]=3[C:27]=2[C:6](=[O:7])[C:5]2[CH:9]=[CH:10][C:2]([Cl:1])=[CH:3][CH:4]=2)[CH2:23][CH2:22][CH2:21]1)[CH3:16]. (3) Given the reactants C([O:4][C:5]([CH3:7])=[CH2:6])(=O)C.N(OC(CC)(C)C)=O.[Cl:16][C:17]1[CH:23]=[C:22]([Cl:24])[CH:21]=[C:20]([Cl:25])[C:18]=1N, predict the reaction product. The product is: [Cl:16][C:17]1[CH:23]=[C:22]([Cl:24])[CH:21]=[C:20]([Cl:25])[C:18]=1[CH2:4][C:5](=[O:6])[CH3:7]. (4) Given the reactants [C:1]([C@H:5]1[C:9](=[O:10])OC(=O)[NH:6]1)([CH3:4])([CH3:3])[CH3:2].Cl.[NH:13]1[CH2:16][CH2:15][CH2:14]1, predict the reaction product. The product is: [NH2:6][C@@H:5]([C:1]([CH3:4])([CH3:3])[CH3:2])[C:9]([N:13]1[CH2:16][CH2:15][CH2:14]1)=[O:10].